Regression. Given two drug SMILES strings and cell line genomic features, predict the synergy score measuring deviation from expected non-interaction effect. From a dataset of NCI-60 drug combinations with 297,098 pairs across 59 cell lines. (1) Drug 1: CC1=C2C(C(=O)C3(C(CC4C(C3C(C(C2(C)C)(CC1OC(=O)C(C(C5=CC=CC=C5)NC(=O)OC(C)(C)C)O)O)OC(=O)C6=CC=CC=C6)(CO4)OC(=O)C)OC)C)OC. Drug 2: C1=NC(=NC(=O)N1C2C(C(C(O2)CO)O)O)N. Cell line: NCI-H226. Synergy scores: CSS=24.8, Synergy_ZIP=-3.57, Synergy_Bliss=-0.394, Synergy_Loewe=-8.71, Synergy_HSA=-0.871. (2) Drug 1: C1CN1P(=S)(N2CC2)N3CC3. Drug 2: CC1C(C(CC(O1)OC2CC(CC3=C2C(=C4C(=C3O)C(=O)C5=CC=CC=C5C4=O)O)(C(=O)C)O)N)O. Cell line: K-562. Synergy scores: CSS=26.7, Synergy_ZIP=0.807, Synergy_Bliss=0.721, Synergy_Loewe=-22.7, Synergy_HSA=-0.238. (3) Drug 1: CC1=C(C=C(C=C1)NC2=NC=CC(=N2)N(C)C3=CC4=NN(C(=C4C=C3)C)C)S(=O)(=O)N.Cl. Drug 2: CCC1(CC2CC(C3=C(CCN(C2)C1)C4=CC=CC=C4N3)(C5=C(C=C6C(=C5)C78CCN9C7C(C=CC9)(C(C(C8N6C=O)(C(=O)OC)O)OC(=O)C)CC)OC)C(=O)OC)O.OS(=O)(=O)O. Cell line: HOP-92. Synergy scores: CSS=34.9, Synergy_ZIP=9.85, Synergy_Bliss=11.2, Synergy_Loewe=-3.07, Synergy_HSA=12.1. (4) Drug 1: C1=NC2=C(N=C(N=C2N1C3C(C(C(O3)CO)O)O)F)N. Drug 2: C1CC(=O)NC(=O)C1N2C(=O)C3=CC=CC=C3C2=O. Cell line: OVCAR-4. Synergy scores: CSS=-6.82, Synergy_ZIP=2.80, Synergy_Bliss=-1.19, Synergy_Loewe=-7.40, Synergy_HSA=-7.69.